This data is from NCI-60 drug combinations with 297,098 pairs across 59 cell lines. The task is: Regression. Given two drug SMILES strings and cell line genomic features, predict the synergy score measuring deviation from expected non-interaction effect. (1) Synergy scores: CSS=53.3, Synergy_ZIP=4.93, Synergy_Bliss=5.07, Synergy_Loewe=-10.5, Synergy_HSA=3.50. Cell line: HL-60(TB). Drug 2: C1=CC(=CC=C1CCCC(=O)O)N(CCCl)CCCl. Drug 1: CC1=CC2C(CCC3(C2CCC3(C(=O)C)OC(=O)C)C)C4(C1=CC(=O)CC4)C. (2) Drug 1: CC(C)(C#N)C1=CC(=CC(=C1)CN2C=NC=N2)C(C)(C)C#N. Drug 2: CC1=C(C=C(C=C1)C(=O)NC2=CC(=CC(=C2)C(F)(F)F)N3C=C(N=C3)C)NC4=NC=CC(=N4)C5=CN=CC=C5. Cell line: IGROV1. Synergy scores: CSS=-7.99, Synergy_ZIP=3.90, Synergy_Bliss=-0.358, Synergy_Loewe=-7.54, Synergy_HSA=-8.14. (3) Synergy scores: CSS=48.6, Synergy_ZIP=-3.87, Synergy_Bliss=-5.43, Synergy_Loewe=-13.8, Synergy_HSA=-0.342. Drug 2: C1C(C(OC1N2C=C(C(=O)NC2=O)F)CO)O. Drug 1: C1=CC(=CC=C1CCCC(=O)O)N(CCCl)CCCl. Cell line: HCT-15. (4) Drug 1: C1=CC(=CC=C1CC(C(=O)O)N)N(CCCl)CCCl.Cl. Drug 2: C1=CN(C(=O)N=C1N)C2C(C(C(O2)CO)O)O.Cl. Cell line: NCI-H322M. Synergy scores: CSS=1.35, Synergy_ZIP=1.06, Synergy_Bliss=1.66, Synergy_Loewe=-11.6, Synergy_HSA=-2.02.